This data is from Forward reaction prediction with 1.9M reactions from USPTO patents (1976-2016). The task is: Predict the product of the given reaction. (1) Given the reactants [Cl:1][C:2]1[CH:7]=[CH:6][C:5]([CH:8]([C:20]2[CH:25]=[CH:24][C:23]([S:26]([CH3:29])(=[O:28])=[O:27])=[CH:22][CH:21]=2)[CH2:9][C:10]([C:12]2[CH:13]=[N:14][C:15]([O:18]C)=[CH:16][CH:17]=2)=[O:11])=[C:4]([CH3:30])[CH:3]=1.Cl, predict the reaction product. The product is: [Cl:1][C:2]1[CH:7]=[CH:6][C:5]([CH:8]([C:20]2[CH:21]=[CH:22][C:23]([S:26]([CH3:29])(=[O:27])=[O:28])=[CH:24][CH:25]=2)[CH2:9][C:10]([C:12]2[CH:17]=[CH:16][C:15](=[O:18])[NH:14][CH:13]=2)=[O:11])=[C:4]([CH3:30])[CH:3]=1. (2) Given the reactants N.Cl[C:3]1[CH:8]=[CH:7][CH:6]=[C:5]([C:9]([F:12])([F:11])[F:10])[C:4]=1[CH2:13][CH2:14][C:15]#[N:16].[N+]([O-])([O-])=O.[NH4+].C(OCC)(=O)C, predict the reaction product. The product is: [F:10][C:9]([F:12])([F:11])[C:5]1[C:4]2[CH2:13][CH:14]([C:15]#[N:16])[C:3]=2[CH:8]=[CH:7][CH:6]=1. (3) Given the reactants Cl.[CH2:2]([N:4]1[N:8]=[N:7][C:6]([CH2:9][N:10]2[C:15]3[CH:16]=[C:17]([C:19]4[CH:24]=[C:23]([F:25])[CH:22]=[CH:21][C:20]=4[O:26][CH3:27])[S:18][C:14]=3[C:13](=[O:28])[N:12]([CH:29]3[CH2:34][CH2:33][NH:32][CH2:31][CH2:30]3)[C:11]2=[O:35])=[N:5]1)[CH3:3].[CH2:36]([O:38][C:39]1[C:48]([O:49][CH3:50])=[CH:47][C:46]2[C:45]([C:51]3[CH:52]=[C:53]([CH:57]=[CH:58][CH:59]=3)[C:54](O)=[O:55])=[N:44][C@@H:43]3[CH2:60][CH2:61][S:62][CH2:63][C@@H:42]3[C:41]=2[CH:40]=1)[CH3:37].CN(C(ON1N=NC2C=CC=CC1=2)=[N+](C)C)C.F[P-](F)(F)(F)(F)F.CCN(C(C)C)C(C)C, predict the reaction product. The product is: [CH2:36]([O:38][C:39]1[C:48]([O:49][CH3:50])=[CH:47][C:46]2[C:45]([C:51]3[CH:52]=[C:53]([C:54]([N:32]4[CH2:33][CH2:34][CH:29]([N:12]5[C:13](=[O:28])[C:14]6[S:18][C:17]([C:19]7[CH:24]=[C:23]([F:25])[CH:22]=[CH:21][C:20]=7[O:26][CH3:27])=[CH:16][C:15]=6[N:10]([CH2:9][C:6]6[N:7]=[N:8][N:4]([CH2:2][CH3:3])[N:5]=6)[C:11]5=[O:35])[CH2:30][CH2:31]4)=[O:55])[CH:57]=[CH:58][CH:59]=3)=[N:44][C@@H:43]3[CH2:60][CH2:61][S:62][CH2:63][C@@H:42]3[C:41]=2[CH:40]=1)[CH3:37]. (4) Given the reactants Br[CH2:2][C:3]1[CH:12]=[CH:11][C:6]([C:7]([O:9][CH3:10])=[O:8])=[CH:5][CH:4]=1.B(O)(O)[C:14]1[CH:19]=[CH:18][CH:17]=[C:16]([C:20]([F:23])([F:22])[F:21])[CH:15]=1.C([O-])([O-])=O.[Na+].[Na+], predict the reaction product. The product is: [F:21][C:20]([F:23])([F:22])[C:16]1[CH:15]=[C:14]([CH:19]=[CH:18][CH:17]=1)[CH2:2][C:3]1[CH:12]=[CH:11][C:6]([C:7]([O:9][CH3:10])=[O:8])=[CH:5][CH:4]=1.